The task is: Predict the reactants needed to synthesize the given product.. This data is from Full USPTO retrosynthesis dataset with 1.9M reactions from patents (1976-2016). (1) Given the product [NH2:20][C:18]1[N:19]=[C:14]([N:11]2[CH2:12][CH2:13][N:8]([C:6](=[O:7])[CH2:39][O:38][C:37]3[CH:43]=[CH:44][C:34]([Cl:33])=[CH:35][CH:36]=3)[CH2:9][C@@H:10]2[CH3:32])[C:15]2[N:24]=[C:23]([C:25]3[CH:26]=[CH:27][C:28]([F:31])=[CH:29][CH:30]=3)[CH:22]=[CH:21][C:16]=2[N:17]=1, predict the reactants needed to synthesize it. The reactants are: C(O[C:6]([N:8]1[CH2:13][CH2:12][N:11]([C:14]2[C:15]3[N:24]=[C:23]([C:25]4[CH:30]=[CH:29][C:28]([F:31])=[CH:27][CH:26]=4)[CH:22]=[CH:21][C:16]=3[N:17]=[C:18]([NH2:20])[N:19]=2)[C@@H:10]([CH3:32])[CH2:9]1)=[O:7])(C)(C)C.[Cl:33][C:34]1[CH:44]=[CH:43][C:37]([O:38][CH2:39]C(Cl)=O)=[CH:36][CH:35]=1. (2) Given the product [F:21][C:19]1[CH:18]=[CH:17][C:16]([N+:22]([O-:24])=[O:23])=[C:15]([NH:13][C:10]2[CH:11]=[CH:12][N:8]([CH3:7])[N:9]=2)[CH:20]=1, predict the reactants needed to synthesize it. The reactants are: CC(C)([O-])C.[K+].[CH3:7][N:8]1[CH:12]=[CH:11][C:10]([NH2:13])=[N:9]1.F[C:15]1[CH:20]=[C:19]([F:21])[CH:18]=[CH:17][C:16]=1[N+:22]([O-:24])=[O:23].[NH4+].[Cl-]. (3) The reactants are: Cl.CN(C)CCCN=C=NCC.[C:13]1([C:19]2[CH:28]=[C:27]([C:29](O)=[O:30])[C:26]3[C:21](=[CH:22][CH:23]=[CH:24][CH:25]=3)[N:20]=2)[CH:18]=[CH:17][CH:16]=[CH:15][CH:14]=1.ON1C2C=CC=CC=2N=N1.[NH2:42][CH2:43][CH2:44][CH2:45][CH2:46][N:47]1[C:59]2[C:58]3[CH:57]=[CH:56][CH:55]=[CH:54][C:53]=3[N:52]=[C:51]([NH2:60])[C:50]=2[N:49]=[C:48]1[CH2:61][CH2:62][O:63][CH3:64]. Given the product [NH2:60][C:51]1[C:50]2[N:49]=[C:48]([CH2:61][CH2:62][O:63][CH3:64])[N:47]([CH2:46][CH2:45][CH2:44][CH2:43][NH:42][C:29]([C:27]3[C:26]4[C:21](=[CH:22][CH:23]=[CH:24][CH:25]=4)[N:20]=[C:19]([C:13]4[CH:14]=[CH:15][CH:16]=[CH:17][CH:18]=4)[CH:28]=3)=[O:30])[C:59]=2[C:58]2[CH:57]=[CH:56][CH:55]=[CH:54][C:53]=2[N:52]=1, predict the reactants needed to synthesize it. (4) The reactants are: [OH:1][C:2]1[CH:11]=[CH:10][CH:9]=[C:8]2[C:3]=1[CH2:4][CH2:5][CH2:6][C:7]2=[O:12].I[C:14]1[CH:19]=[CH:18][CH:17]=[CH:16][CH:15]=1.[H-].[Na+].COCCOCCN(CCOCCOC)CCOCCOC. Given the product [O:1]([C:2]1[CH:11]=[CH:10][CH:9]=[C:8]2[C:3]=1[CH2:4][CH2:5][CH2:6][C:7]2=[O:12])[C:14]1[CH:19]=[CH:18][CH:17]=[CH:16][CH:15]=1, predict the reactants needed to synthesize it. (5) Given the product [CH2:21]([O:23][C:24]([C:26]1([C:29]2[CH:34]=[CH:33][C:32]([C:2]3[CH:7]=[CH:6][C:5]([C:8]4[O:12][N:11]=[C:10]([CH3:13])[C:9]=4[NH:14][CH2:15][CH2:16][C:17]([CH3:20])([CH3:19])[CH3:18])=[CH:4][CH:3]=3)=[CH:31][CH:30]=2)[CH2:27][CH2:28]1)=[O:25])[CH3:22], predict the reactants needed to synthesize it. The reactants are: Br[C:2]1[CH:7]=[CH:6][C:5]([C:8]2[O:12][N:11]=[C:10]([CH3:13])[C:9]=2[NH:14][CH2:15][CH2:16][C:17]([CH3:20])([CH3:19])[CH3:18])=[CH:4][CH:3]=1.[CH2:21]([O:23][C:24]([C:26]1([C:29]2[CH:34]=[CH:33][C:32](B3OC(C)(C)C(C)(C)O3)=[CH:31][CH:30]=2)[CH2:28][CH2:27]1)=[O:25])[CH3:22]. (6) Given the product [CH3:27][C:26]1[CH:25]=[C:24]([CH3:28])[NH:23][C:22](=[O:29])[C:21]=1[CH2:20][NH:19][C:9]([C:7]1[S:8][C:4]([N:3]([CH2:1][CH3:2])[CH:12]2[CH2:17][CH2:16][O:15][CH2:14][CH2:13]2)=[CH:5][CH:6]=1)=[O:11], predict the reactants needed to synthesize it. The reactants are: [CH2:1]([N:3]([CH:12]1[CH2:17][CH2:16][O:15][CH2:14][CH2:13]1)[C:4]1[S:8][C:7]([C:9]([OH:11])=O)=[CH:6][CH:5]=1)[CH3:2].Cl.[NH2:19][CH2:20][C:21]1[C:22](=[O:29])[NH:23][C:24]([CH3:28])=[CH:25][C:26]=1[CH3:27].CCN(C(C)C)C(C)C.C(Cl)CCl.C1C=CC2N(O)N=NC=2C=1. (7) The reactants are: [OH:1][C@@H:2]1[C:10]2[C:5](=[CH:6][CH:7]=[CH:8][CH:9]=2)[CH2:4][C@@:3]1([CH2:20][C:21]1[CH:31]=[CH:30][C:24]([C:25]([N:27]([CH3:29])[CH3:28])=[O:26])=[CH:23][CH:22]=1)[C:11]1[CH2:12][C:13]2[C:18]([CH:19]=1)=[CH:17][CH:16]=[CH:15][CH:14]=2.C1CCC(N=C=NC2CCCCC2)CC1.C([NH:64][C@H:65]([C:70](O)=[O:71])[CH2:66][CH:67]([CH3:69])[CH3:68])(OCC1C2C(=CC=CC=2)C2C1=CC=CC=2)=O. Given the product [NH2:64][C@H:65]([C:70]([O:1][C@@H:2]1[C:10]2[C:5](=[CH:6][CH:7]=[CH:8][CH:9]=2)[CH2:4][C@@:3]1([CH2:20][C:21]1[CH:31]=[CH:30][C:24]([C:25](=[O:26])[N:27]([CH3:28])[CH3:29])=[CH:23][CH:22]=1)[C:11]1[CH2:12][C:13]2[C:18]([CH:19]=1)=[CH:17][CH:16]=[CH:15][CH:14]=2)=[O:71])[CH2:66][CH:67]([CH3:69])[CH3:68], predict the reactants needed to synthesize it.